Dataset: Reaction yield outcomes from USPTO patents with 853,638 reactions. Task: Predict the reaction yield, written as a fraction of the theoretical maximum amount of product (1.0 means a 100% yield; for example, 0.34 means a 34% yield). (1) The reactants are O.[C:2]1(C)C=CC(S(O)(=O)=O)=C[CH:3]=1.C[O:14][CH:15](OC)[C:16]1[C:40]([O:41][CH2:42]OC)=[C:39]([C:45]([F:48])([F:47])[F:46])[CH:38]=[CH:37][C:17]=1[CH2:18][O:19][C:20]1[CH:25]=[CH:24][C:23]([C:26]2[CH:31]=[CH:30][C:29]([CH2:32][C:33]([O:35][CH3:36])=[O:34])=[CH:28][CH:27]=2)=[CH:22][CH:21]=1.C(=O)([O-])[O-].[K+].[K+].C(Br)C=C. The catalyst is CC(C)=O.CN(C)C=O.O. The product is [CH2:42]([O:41][C:40]1[C:16]([CH:15]=[O:14])=[C:17]([CH:37]=[CH:38][C:39]=1[C:45]([F:46])([F:47])[F:48])[CH2:18][O:19][C:20]1[CH:21]=[CH:22][C:23]([C:26]2[CH:27]=[CH:28][C:29]([CH2:32][C:33]([O:35][CH3:36])=[O:34])=[CH:30][CH:31]=2)=[CH:24][CH:25]=1)[CH:2]=[CH2:3]. The yield is 0.840. (2) The reactants are Br[C:2]1[N:3]=[C:4]([C:9]2[NH:13][C:12]3[CH:14]=[C:15]([CH3:18])[CH:16]=[CH:17][C:11]=3[N:10]=2)[C:5]([NH2:8])=[N:6][CH:7]=1.[O:19]1[C:23]2([CH2:28][CH2:27][C:26](B(O)O)=[CH:25][CH2:24]2)[O:22][CH2:21][CH2:20]1.C(P(CC)CC)C.C([O-])([O-])=O.[Na+].[Na+]. The catalyst is CN(C=O)C.Cl[Pd]Cl.CCOC(C)=O. The product is [CH3:18][C:15]1[CH:16]=[CH:17][C:11]2[N:10]=[C:9]([C:4]3[C:5]([NH2:8])=[N:6][CH:7]=[C:2]([C:26]4[CH2:27][CH2:28][C:23]5([O:22][CH2:21][CH2:20][O:19]5)[CH2:24][CH:25]=4)[N:3]=3)[NH:13][C:12]=2[CH:14]=1. The yield is 0.630. (3) The reactants are C1CO[C:8]2[CH:7]=[CH:6][C:5]([NH:11][C:12]3[C:17]([F:18])=[CH:16][N:15]=[C:14]([NH:19][C:20]4[CH:25]=[CH:24][CH:23]=[C:22](O)C=4)[N:13]=3)=[CH:4][C:3]=2[O:2]1.ClC1N=C(NC2C=CC=[C:37]([OH:41])[CH:36]=2)C(F)=CN=1.CC1OC(C)=CC=1CN. No catalyst specified. The product is [CH3:36][C:37]1[O:41][C:23]([CH3:22])=[CH:24][C:25]=1[CH2:20][NH:19][C:14]1[N:13]=[C:12]([NH:11][C:5]2[CH:6]=[CH:7][CH:8]=[C:3]([OH:2])[CH:4]=2)[C:17]([F:18])=[CH:16][N:15]=1. The yield is 0.590. (4) The yield is 0.220. The reactants are [C:1]1([NH:7][C:8]2[C:17]3[CH:18]=[CH:19][S:20][C:16]=3[C:15]3[CH:14]=[CH:13][C:12]([C:21]#[N:22])=[CH:11][C:10]=3[N:9]=2)[CH:6]=[CH:5][CH:4]=[CH:3][CH:2]=1.Cl.[NH2:24]O.[C:26]([O-:29])([O-])=[O:27].[K+].[K+]. The catalyst is CCO. The product is [C:1]1([NH:7][C:8]2[C:17]3[CH:18]=[CH:19][S:20][C:16]=3[C:15]3[CH:14]=[CH:13][C:12]([C:21]4[NH:24][C:26](=[O:27])[O:29][N:22]=4)=[CH:11][C:10]=3[N:9]=2)[CH:2]=[CH:3][CH:4]=[CH:5][CH:6]=1. (5) The reactants are [CH3:1][C@:2]12[C@H:12]([CH2:13]/[CH:14]=[C:15]3\[C@H:16]([OH:21])[CH2:17][O:18][C:19]\3=[O:20])[C:10](=[CH2:11])[CH2:9][CH2:8][C@@H:7]1[C@@:6]([CH2:23][OH:24])([CH3:22])[C@H:5]([OH:25])[CH2:4][CH2:3]2.[C:26]1(C)[CH:31]=CC(S([O-])(=O)=O)=C[CH:27]=1.[NH+]1C=CC=CC=1.C1(C)C=CC=CC=1.CS(C)=O. The catalyst is COC(OC)(C)C. The product is [CH3:1][C@:2]12[C@H:12]([CH2:13]/[CH:14]=[C:15]3\[C@H:16]([OH:21])[CH2:17][O:18][C:19]\3=[O:20])[C:10](=[CH2:11])[CH2:9][CH2:8][C@@H:7]1[C@:6]1([CH3:22])[CH2:23][O:24][C:26]([CH3:31])([CH3:27])[O:25][C@@H:5]1[CH2:4][CH2:3]2. The yield is 0.780.